Dataset: Catalyst prediction with 721,799 reactions and 888 catalyst types from USPTO. Task: Predict which catalyst facilitates the given reaction. (1) Reactant: [NH:1]1[CH:5]=[N:4][C:3]([CH:6]2[CH2:11][CH2:10][N:9]([C:12]([O:14][C:15]([CH3:18])([CH3:17])[CH3:16])=[O:13])[CH2:8][CH2:7]2)=[N:2]1.[OH-].[Na+].[Br-:21].[Br-].[Br-].C([N+](C)(C)C)C1C=CC=CC=1.C([N+](C)(C)C)C1C=CC=CC=1.C([N+](C)(C)C)C1C=CC=CC=1.Cl. Product: [Br:21][C:5]1[NH:1][N:2]=[C:3]([CH:6]2[CH2:11][CH2:10][N:9]([C:12]([O:14][C:15]([CH3:18])([CH3:17])[CH3:16])=[O:13])[CH2:8][CH2:7]2)[N:4]=1. The catalyst class is: 4. (2) Reactant: [CH2:1]([N:3]([CH2:6]C)CC)[CH3:2].[CH3:8][C@H:9]1[CH2:18][CH2:17][C:16]2[C:11](=[CH:12][CH:13]=[C:14]([CH:23]3[CH2:28][CH2:27][NH:26][CH2:25][CH2:24]3)[C:15]=2[O:19][CH2:20][CH2:21][CH3:22])[N:10]1[C:29](=[O:31])[CH3:30].ClC(Cl)([O:35]C(=O)OC(Cl)(Cl)Cl)Cl.N1C=CC=CC=1.C(N)C. Product: [C:29]([N:10]1[C:11]2[C:16](=[C:15]([O:19][CH2:20][CH2:21][CH3:22])[C:14]([CH:23]3[CH2:28][CH2:27][N:26]([C:6]([NH:3][CH2:1][CH3:2])=[O:35])[CH2:25][CH2:24]3)=[CH:13][CH:12]=2)[CH2:17][CH2:18][C@@H:9]1[CH3:8])(=[O:31])[CH3:30]. The catalyst class is: 4. (3) Reactant: [Br:1]N1C(=O)CCC1=O.[CH3:9][O:10][C:11]1[CH:16]=[C:15]([CH2:17]O)[CH:14]=[CH:13][C:12]=1[C:19]1[CH:24]=[CH:23][CH:22]=[CH:21][CH:20]=1.C1(P(C2C=CC=CC=2)C2C=CC=CC=2)C=CC=CC=1. Product: [Br:1][CH2:17][C:15]1[CH:14]=[CH:13][C:12]([C:19]2[CH:24]=[CH:23][CH:22]=[CH:21][CH:20]=2)=[C:11]([O:10][CH3:9])[CH:16]=1. The catalyst class is: 2. (4) Reactant: [N:1]1([CH2:7][CH2:8][CH2:9][OH:10])[CH2:6][CH2:5][O:4][CH2:3][CH2:2]1.[H-].[Na+].[Cl:13][C:14]1[CH:19]=[CH:18][C:17]([C:20](=[O:30])[NH:21][CH2:22][C:23]2[CH:28]=[CH:27][CH:26]=[C:25]([Cl:29])[CH:24]=2)=[CH:16][C:15]=1[NH:31][C:32]([C:34]1[C:47](=[O:48])[NH:46][C:37]2[N:38]=[C:39](S(C)(=O)=O)[N:40]=[CH:41][C:36]=2[CH:35]=1)=[O:33]. Product: [Cl:13][C:14]1[CH:19]=[CH:18][C:17]([C:20](=[O:30])[NH:21][CH2:22][C:23]2[CH:28]=[CH:27][CH:26]=[C:25]([Cl:29])[CH:24]=2)=[CH:16][C:15]=1[NH:31][C:32]([C:34]1[C:47](=[O:48])[NH:46][C:37]2[N:38]=[C:39]([O:10][CH2:9][CH2:8][CH2:7][N:1]3[CH2:6][CH2:5][O:4][CH2:3][CH2:2]3)[N:40]=[CH:41][C:36]=2[CH:35]=1)=[O:33]. The catalyst class is: 3. (5) Reactant: Cl.[CH3:2][C:3]1[CH:4]=[CH:5][C:6]([O:9][C:10]2[CH:15]=[CH:14][CH:13]=[C:12]([CH:16]=[C:17]3[CH2:22][CH2:21][NH:20][CH2:19][CH2:18]3)[CH:11]=2)=[N:7][CH:8]=1.[CH3:23][C:24]1[C:28]([CH3:29])=[C:27]([NH:30][C:31](=O)[O:32]C2C=CC=CC=2)[O:26][N:25]=1.NC1ON=C(C)C=1C.C(N(C(C)C)CC)(C)C. Product: [CH3:2][C:3]1[CH:4]=[CH:5][C:6]([O:9][C:10]2[CH:11]=[C:12]([CH:13]=[CH:14][CH:15]=2)[CH:16]=[C:17]2[CH2:22][CH2:21][N:20]([C:31]([NH:30][C:27]3[O:26][N:25]=[C:24]([CH3:23])[C:28]=3[CH3:29])=[O:32])[CH2:19][CH2:18]2)=[N:7][CH:8]=1. The catalyst class is: 10. (6) Reactant: [Na].[NH2:2][C:3]([NH2:5])=[O:4].C([O:8][C:9]([C:11]1([C:38](OCC)=[O:39])[CH2:15][CH2:14][CH2:13][N:12]1[C:16]1[CH:17]=[N:18][C:19]([O:22][C:23]2[CH:24]=[C:25]3[C:29](=[CH:30][CH:31]=2)[N:28]([C:32]2[CH:33]=[N:34][CH:35]=[CH:36][CH:37]=2)[N:27]=[CH:26]3)=[CH:20][CH:21]=1)=O)C. Product: [N:34]1[CH:35]=[CH:36][CH:37]=[C:32]([N:28]2[C:29]3[C:25](=[CH:24][C:23]([O:22][C:19]4[N:18]=[CH:17][C:16]([N:12]5[C:11]6([C:38](=[O:39])[NH:5][C:3](=[O:4])[NH:2][C:9]6=[O:8])[CH2:15][CH2:14][CH2:13]5)=[CH:21][CH:20]=4)=[CH:31][CH:30]=3)[CH:26]=[N:27]2)[CH:33]=1. The catalyst class is: 8.